From a dataset of Forward reaction prediction with 1.9M reactions from USPTO patents (1976-2016). Predict the product of the given reaction. (1) Given the reactants [C:1]([O:5][C:6](=[O:13])[NH:7][N:8]1[CH:12]=[CH:11][CH:10]=[CH:9]1)([CH3:4])([CH3:3])[CH3:2].[C:14](#[N:16])C.ClS(N=C=O)(=O)=O.C1C=C2C(C(O)(O)C(=O)C2=CC=1)=O, predict the reaction product. The product is: [C:14]([C:9]1[N:8]([NH:7][C:6](=[O:13])[O:5][C:1]([CH3:4])([CH3:2])[CH3:3])[CH:12]=[CH:11][CH:10]=1)#[N:16]. (2) Given the reactants [CH3:1][C@@H:2]1[N:7]([CH3:8])[CH2:6][CH2:5][N:4]([CH2:9][C:10]2[CH:11]=[C:12]([C:16]3[C:21]([F:22])=[CH:20][CH:19]=[C:18]([CH2:23][NH:24][C:25](=[O:39])[C:26]4[CH:31]=[CH:30][CH:29]=[C:28]([CH2:32][CH:33]5[CH2:38][CH2:37][NH:36][CH2:35][CH2:34]5)[CH:27]=4)[CH:17]=3)[CH:13]=[CH:14][CH:15]=2)[CH2:3]1.[CH2:40]=O.[BH4-].[Na+], predict the reaction product. The product is: [CH3:1][C@@H:2]1[N:7]([CH3:8])[CH2:6][CH2:5][N:4]([CH2:9][C:10]2[CH:11]=[C:12]([C:16]3[C:21]([F:22])=[CH:20][CH:19]=[C:18]([CH2:23][NH:24][C:25](=[O:39])[C:26]4[CH:31]=[CH:30][CH:29]=[C:28]([CH2:32][CH:33]5[CH2:34][CH2:35][N:36]([CH3:40])[CH2:37][CH2:38]5)[CH:27]=4)[CH:17]=3)[CH:13]=[CH:14][CH:15]=2)[CH2:3]1. (3) Given the reactants [CH2:1]([N:8]1[CH2:17][CH2:16][C:15]2[C:14]([NH2:18])=[N:13][CH:12]=[N:11][C:10]=2[CH2:9]1)[C:2]1[CH:7]=[CH:6][CH:5]=[CH:4][CH:3]=1.C(N(C(C)C)CC)(C)C.[C:28]12([C:38](Cl)=[O:39])[CH2:37][CH:32]3[CH2:33][CH:34]([CH2:36][CH:30]([CH2:31]3)[CH2:29]1)[CH2:35]2, predict the reaction product. The product is: [CH2:1]([N:8]1[CH2:17][CH2:16][C:15]2[C:14]([NH:18][C:38]([C:28]34[CH2:37][CH:32]5[CH2:31][CH:30]([CH2:36][CH:34]([CH2:33]5)[CH2:35]3)[CH2:29]4)=[O:39])=[N:13][CH:12]=[N:11][C:10]=2[CH2:9]1)[C:2]1[CH:3]=[CH:4][CH:5]=[CH:6][CH:7]=1.